From a dataset of Forward reaction prediction with 1.9M reactions from USPTO patents (1976-2016). Predict the product of the given reaction. Given the reactants [N:1]12[CH2:8][CH2:7][N:4]([CH2:5][CH2:6]1)CC2.[C-]#N.[Na+].ClC1[N:18]=[C:17]([C:19]2[CH:24]=[C:23]([F:25])[CH:22]=[C:21]([F:26])[CH:20]=2)[CH:16]=C(C)N=1, predict the reaction product. The product is: [F:25][C:23]1[CH:24]=[C:19]([C:17]2[CH:16]=[C:6]([CH3:5])[N:1]=[C:8]([C:7]#[N:4])[N:18]=2)[CH:20]=[C:21]([F:26])[CH:22]=1.